Dataset: Full USPTO retrosynthesis dataset with 1.9M reactions from patents (1976-2016). Task: Predict the reactants needed to synthesize the given product. (1) Given the product [ClH:33].[ClH:33].[CH3:31][O:30][C:18]1[CH:19]=[CH:20][C:21]([C:23]2[CH:28]=[CH:27][N:26]=[C:25]([CH3:29])[CH:24]=2)=[CH:22][C:17]=1[CH2:16][N:15]([CH:12]1[CH2:13][CH2:14][CH:9]([NH:7][CH3:6])[CH2:10][CH2:11]1)[C:39]([C:38]1[S:37][C:36]2[CH:42]=[CH:43][CH:44]=[CH:45][C:35]=2[C:34]=1[Cl:33])=[O:40], predict the reactants needed to synthesize it. The reactants are: C(O[C:6](=O)[N:7]([CH:9]1[CH2:14][CH2:13][CH:12]([NH:15][CH2:16][C:17]2[CH:22]=[C:21]([C:23]3[CH:28]=[CH:27][N:26]=[C:25]([CH3:29])[CH:24]=3)[CH:20]=[CH:19][C:18]=2[O:30][CH3:31])[CH2:11][CH2:10]1)C)(C)(C)C.[Cl:33][C:34]1[C:35]2[CH:45]=[CH:44][CH:43]=[CH:42][C:36]=2[S:37][C:38]=1[C:39](Cl)=[O:40]. (2) Given the product [CH3:11][O:12][C:13]1[CH:18]=[C:17]([O:19][CH3:20])[N:16]=[C:15]([NH:21][C:2]2[C:3]3[S:10][CH:9]=[CH:8][C:4]=3[N:5]=[CH:6][N:7]=2)[CH:14]=1, predict the reactants needed to synthesize it. The reactants are: Cl[C:2]1[C:3]2[S:10][CH:9]=[CH:8][C:4]=2[N:5]=[CH:6][N:7]=1.[CH3:11][O:12][C:13]1[CH:18]=[C:17]([O:19][CH3:20])[N:16]=[C:15]([NH2:21])[CH:14]=1. (3) Given the product [CH2:52]([O:54][P:55]([CH:60]=[CH:2][CH:3]1[CH:7]2[CH:6]([O:10][C:9]([CH3:11])([CH3:12])[O:8]2)[CH:5]([N:13]2[C:17]3[N:18]=[CH:19][N:20]=[C:21]([NH:22][C:23](=[O:30])[C:24]4[CH:29]=[CH:28][CH:27]=[CH:26][CH:25]=4)[C:16]=3[N:15]=[N:14]2)[O:4]1)(=[O:59])[O:56][CH2:57][CH3:58])[CH3:53], predict the reactants needed to synthesize it. The reactants are: O[CH2:2][CH:3]1[CH:7]2[O:8][C:9]([CH3:12])([CH3:11])[O:10][CH:6]2[CH:5]([N:13]2[C:17]3[N:18]=[CH:19][N:20]=[C:21]([NH:22][C:23](=[O:30])[C:24]4[CH:29]=[CH:28][CH:27]=[CH:26][CH:25]=4)[C:16]=3[N:15]=[N:14]2)[O:4]1.C1CCC(N=C=NC2CCCCC2)CC1.N1C=CC=CC=1.[CH2:52]([O:54][P:55]([CH:60]=P(C1C=CC=CC=1)(C1C=CC=CC=1)C1C=CC=CC=1)(=[O:59])[O:56][CH2:57][CH3:58])[CH3:53]. (4) Given the product [S:1]1[CH:5]=[C:4]([CH:23]([N:14]([CH3:13])[C:15]2[CH:20]=[CH:19][CH:18]=[CH:17][CH:16]=2)[C:24]([OH:26])=[O:25])[C:3]2[CH:9]=[CH:10][CH:11]=[CH:12][C:2]1=2, predict the reactants needed to synthesize it. The reactants are: [S:1]1[CH:5]=[C:4](B(O)O)[C:3]2[CH:9]=[CH:10][CH:11]=[CH:12][C:2]1=2.[CH3:13][NH:14][C:15]1[CH:20]=[CH:19][CH:18]=[CH:17][CH:16]=1.O.O=[CH:23][C:24]([OH:26])=[O:25].